Dataset: Forward reaction prediction with 1.9M reactions from USPTO patents (1976-2016). Task: Predict the product of the given reaction. Given the reactants [C:1]([O:5][C:6]([N:8]1[CH2:13][CH2:12][NH:11][CH2:10][CH2:9]1)=[O:7])([CH3:4])([CH3:3])[CH3:2].CC1(C)[O:19][CH:18]([CH2:20][CH2:21]OS(C2C=CC(C)=CC=2)(=O)=O)[CH2:17][O:16]1.C(=O)([O-])[O-].[K+].[K+], predict the reaction product. The product is: [C:1]([O:5][C:6]([N:8]1[CH2:13][CH2:12][N:11]([CH2:21][CH2:20][CH:18]([OH:19])[CH2:17][OH:16])[CH2:10][CH2:9]1)=[O:7])([CH3:4])([CH3:2])[CH3:3].